This data is from Forward reaction prediction with 1.9M reactions from USPTO patents (1976-2016). The task is: Predict the product of the given reaction. Given the reactants [N:1]1[CH:6]=[CH:5][CH:4]=[CH:3][C:2]=1[C:7]1[N:11]=[C:10]([C:12]2[CH:17]=[C:16]([F:18])[CH:15]=[C:14](Br)[CH:13]=2)[O:9][N:8]=1.[N:20]1[CH:25]=[CH:24][C:23](B(O)O)=[CH:22][CH:21]=1.COCCOC.C(=O)([O-])[O-].[Na+].[Na+], predict the reaction product. The product is: [N:1]1[CH:6]=[CH:5][CH:4]=[CH:3][C:2]=1[C:7]1[N:11]=[C:10]([C:12]2[CH:13]=[C:14]([C:23]3[CH:24]=[CH:25][N:20]=[CH:21][CH:22]=3)[CH:15]=[C:16]([F:18])[CH:17]=2)[O:9][N:8]=1.